This data is from Catalyst prediction with 721,799 reactions and 888 catalyst types from USPTO. The task is: Predict which catalyst facilitates the given reaction. (1) Reactant: [OH:1][C:2]1[CH:11]=[CH:10][C:5]([C:6]([O:8][CH3:9])=[O:7])=[CH:4][CH:3]=1.[OH-].[CH2:13]([N+:17]([CH2:26][CH2:27][CH2:28][CH3:29])([CH2:22][CH2:23][CH2:24][CH3:25])[CH2:18][CH2:19][CH2:20][CH3:21])[CH2:14][CH2:15][CH3:16]. Product: [CH3:9][O:8][C:6]([C:5]1[CH:10]=[CH:11][C:2]([O-:1])=[CH:3][CH:4]=1)=[O:7].[CH2:26]([N+:17]([CH2:13][CH2:14][CH2:15][CH3:16])([CH2:18][CH2:19][CH2:20][CH3:21])[CH2:22][CH2:23][CH2:24][CH3:25])[CH2:27][CH2:28][CH3:29]. The catalyst class is: 6. (2) Reactant: Br[C:2]1[CH:3]=[CH:4][CH:5]=[C:6]2[C:10]=1[C:9](=[O:11])[N:8]([CH2:12][CH2:13][C:14]1[N:15]=[C:16]3[CH:21]=[CH:20][CH:19]=[CH:18][N:17]3[CH:22]=1)[CH2:7]2.[N:23]1[CH:28]=[CH:27][CH:26]=[C:25](B(O)O)[CH:24]=1.C([O-])([O-])=O.[Cs+].[Cs+]. Product: [N:15]1[C:14]([CH2:13][CH2:12][N:8]2[CH2:7][C:6]3[C:10](=[C:2]([C:25]4[CH:24]=[N:23][CH:28]=[CH:27][CH:26]=4)[CH:3]=[CH:4][CH:5]=3)[C:9]2=[O:11])=[CH:22][N:17]2[CH:18]=[CH:19][CH:20]=[CH:21][C:16]=12. The catalyst class is: 151. (3) Reactant: [CH2:1]([C:5]1[N:6]([CH2:18][CH2:19][CH2:20][CH2:21][O:22][Si](C(C)(C)C)(C)C)[C:7]2[C:16]3[CH:15]=[CH:14][CH:13]=[CH:12][C:11]=3[N:10]=[CH:9][C:8]=2[N:17]=1)[CH2:2][CH2:3][CH3:4].[F-].C([N+](CCCC)(CCCC)CCCC)CCC. Product: [CH2:1]([C:5]1[N:6]([CH2:18][CH2:19][CH2:20][CH2:21][OH:22])[C:7]2[C:16]3[CH:15]=[CH:14][CH:13]=[CH:12][C:11]=3[N:10]=[CH:9][C:8]=2[N:17]=1)[CH2:2][CH2:3][CH3:4]. The catalyst class is: 7. (4) Reactant: C(OC(=O)C)(=O)C.[CH3:8][O:9][C:10]1[CH:11]=[C:12]([C:19]([OH:21])=[O:20])[C:13](=[CH:17][CH:18]=1)[C:14]([OH:16])=O. Product: [CH3:8][O:9][C:10]1[CH:11]=[C:12]2[C:19](=[O:20])[O:21][C:14](=[O:16])[C:13]2=[CH:17][CH:18]=1. The catalyst class is: 7. (5) Reactant: [Cl:1][C:2]1[CH:7]=[CH:6][C:5]([C:8]2[S:9][C:10]([CH2:25][CH3:26])=[C:11]([CH:13]3[C:21](=[O:22])[CH:20]4[CH:15]([CH:16]5[O:23][CH:19]4[CH2:18][CH2:17]5)[C:14]3=[O:24])[N:12]=2)=[CH:4][CH:3]=1.C(N(CC)CC)C.[CH:34]1([C:37](Cl)=[O:38])[CH2:36][CH2:35]1. Product: [Cl:1][C:2]1[CH:7]=[CH:6][C:5]([C:8]2[S:9][C:10]([CH2:25][CH3:26])=[C:11]([C:13]3[C:14](=[O:24])[CH:15]4[CH:20]([CH:19]5[O:23][CH:16]4[CH2:17][CH2:18]5)[C:21]=3[O:22][C:37]([CH:34]3[CH2:36][CH2:35]3)=[O:38])[N:12]=2)=[CH:4][CH:3]=1. The catalyst class is: 2.